From a dataset of NCI-60 drug combinations with 297,098 pairs across 59 cell lines. Regression. Given two drug SMILES strings and cell line genomic features, predict the synergy score measuring deviation from expected non-interaction effect. Drug 1: CCCCC(=O)OCC(=O)C1(CC(C2=C(C1)C(=C3C(=C2O)C(=O)C4=C(C3=O)C=CC=C4OC)O)OC5CC(C(C(O5)C)O)NC(=O)C(F)(F)F)O. Drug 2: CC=C1C(=O)NC(C(=O)OC2CC(=O)NC(C(=O)NC(CSSCCC=C2)C(=O)N1)C(C)C)C(C)C. Cell line: SR. Synergy scores: CSS=68.5, Synergy_ZIP=-7.50, Synergy_Bliss=-11.2, Synergy_Loewe=-11.4, Synergy_HSA=-10.5.